This data is from Forward reaction prediction with 1.9M reactions from USPTO patents (1976-2016). The task is: Predict the product of the given reaction. (1) Given the reactants [CH3:1][O:2][C:3]1[CH:17]=[CH:16][C:6]([CH2:7][NH:8][C@@H:9]2[CH2:14][CH2:13][O:12][CH2:11][C@H:10]2[NH2:15])=[CH:5][CH:4]=1.C(N(CC)CC)C.Cl[C:26](Cl)([O:28]C(=O)OC(Cl)(Cl)Cl)Cl, predict the reaction product. The product is: [CH3:1][O:2][C:3]1[CH:4]=[CH:5][C:6]([CH2:7][N:8]2[C@@H:9]3[CH2:14][CH2:13][O:12][CH2:11][C@H:10]3[NH:15][C:26]2=[O:28])=[CH:16][CH:17]=1. (2) Given the reactants [OH2:1].[C:2]1([CH3:12])[CH:7]=[CH:6][C:5](S(O)(=O)=O)=[CH:4][CH:3]=1.[O:13]1[CH2:17][CH2:16][CH2:15][CH2:14]1, predict the reaction product. The product is: [OH:13][CH:17]([C:5]1[CH:6]=[CH:7][C:2]([CH:12]=[O:1])=[CH:3][CH:4]=1)[CH2:16][CH2:15][CH3:14].